Dataset: Forward reaction prediction with 1.9M reactions from USPTO patents (1976-2016). Task: Predict the product of the given reaction. (1) Given the reactants Br[C:2]1[CH:7]=[CH:6][CH:5]=[CH:4][C:3]=1[CH2:8][C:9]([O:11][CH3:12])=[O:10].[CH3:13][O:14][C:15]1[N:20]=[CH:19][C:18](B(O)O)=[CH:17][CH:16]=1.[F-].[Cs+].COCCOC, predict the reaction product. The product is: [CH3:12][O:11][C:9](=[O:10])[CH2:8][C:3]1[CH:4]=[CH:5][CH:6]=[CH:7][C:2]=1[C:18]1[CH:19]=[N:20][C:15]([O:14][CH3:13])=[CH:16][CH:17]=1. (2) The product is: [N+:22]([C:18]1[C:17]2[C:7]3[C:6](=[C:5]4[CH:4]=[C:3]5[O:2][CH2:1][O:13][C:12]5=[CH:11][C:10]4=[N:9][CH:8]=3)[N:14]([CH2:27][CH2:28][N:29]([CH3:31])[CH3:30])[C:15](=[O:26])[C:16]=2[CH:21]=[CH:20][CH:19]=1)([O-:24])=[O:23]. Given the reactants [CH2:1]1[O:13][C:12]2[CH:11]=[C:10]3[C:5]([C:6]([N:14]([CH2:27][CH2:28][N:29]([CH3:31])[CH3:30])[C:15](=[O:26])[C:16]4[CH:21]=[CH:20][CH:19]=[C:18]([N+:22]([O-:24])=[O:23])[C:17]=4Br)=[CH:7][CH:8]=[N:9]3)=[CH:4][C:3]=2[O:2]1.C1OC2C=C3C(C(NCCN(C)C)=CC=N3)=CC=2O1.C(N(CC)CC)C.BrC1C([N+]([O-])=O)=CC=CC=1C(Cl)=O, predict the reaction product. (3) Given the reactants Cl[C:2]1[C:3]([CH2:22][O:23][CH:24]2[CH2:29][CH2:28][CH2:27][CH2:26][O:25]2)=[C:4]2[C:8](=[C:9]([CH3:11])[CH:10]=1)[N:7]([S:12]([C:15]1[CH:21]=[CH:20][C:18]([CH3:19])=[CH:17][CH:16]=1)(=[O:14])=[O:13])[CH:6]=[CH:5]2.C(=O)([O-])[O-].[Cs+].[Cs+].[CH2:36]([B-](F)(F)F)[CH3:37].[K+].O, predict the reaction product. The product is: [CH2:36]([C:2]1[C:3]([CH2:22][O:23][CH:24]2[CH2:29][CH2:28][CH2:27][CH2:26][O:25]2)=[C:4]2[C:8](=[C:9]([CH3:11])[CH:10]=1)[N:7]([S:12]([C:15]1[CH:21]=[CH:20][C:18]([CH3:19])=[CH:17][CH:16]=1)(=[O:14])=[O:13])[CH:6]=[CH:5]2)[CH3:37]. (4) Given the reactants [NH2:1][C:2]1[N:6]([C:7]([CH3:10])([CH3:9])[CH3:8])[N:5]=[C:4]([C:11]2[CH:16]=[CH:15][C:14]([N+:17]([O-:19])=[O:18])=[CH:13][CH:12]=2)[C:3]=1[C:20]#[N:21].[OH:22]O.[OH-].[Na+], predict the reaction product. The product is: [NH2:1][C:2]1[N:6]([C:7]([CH3:9])([CH3:10])[CH3:8])[N:5]=[C:4]([C:11]2[CH:16]=[CH:15][C:14]([N+:17]([O-:19])=[O:18])=[CH:13][CH:12]=2)[C:3]=1[C:20]([NH2:21])=[O:22]. (5) Given the reactants Cl[C:2]1[N:7]2[N:8]=[C:9]([NH:11][C:12](=[O:19])[C:13]3[CH:18]=[CH:17][CH:16]=[CH:15][CH:14]=3)[N:10]=[C:6]2[CH:5]=[CH:4][CH:3]=1.[NH2:20][CH:21]1[CH2:26][CH2:25][N:24]([CH3:27])[CH2:23][CH2:22]1, predict the reaction product. The product is: [CH3:27][N:24]1[CH2:25][CH2:26][CH:21]([NH:20][C:2]2[N:7]3[N:8]=[C:9]([NH:11][C:12](=[O:19])[C:13]4[CH:18]=[CH:17][CH:16]=[CH:15][CH:14]=4)[N:10]=[C:6]3[CH:5]=[CH:4][CH:3]=2)[CH2:22][CH2:23]1. (6) Given the reactants [NH2:1][NH2:2].C[O:4][C:5](=O)[C:6]1[C:7](=[CH:12][C:13]([C:16]2[S:20][C:19]([C:21]3[S:22][C:23]([C:32]4[S:33][C:34]([CH3:37])=[CH:35][CH:36]=4)=[C:24]([C:26]4[S:27][C:28]([CH3:31])=[CH:29][CH:30]=4)[CH:25]=3)=[CH:18][CH:17]=2)=[CH:14][CH:15]=1)[C:8]([O:10]C)=O.C(O)C, predict the reaction product. The product is: [CH3:31][C:28]1[S:27][C:26]([C:24]2[CH:25]=[C:21]([C:19]3[S:20][C:16]([C:13]4[CH:12]=[C:7]5[C:6](=[CH:15][CH:14]=4)[C:5](=[O:4])[NH:2][NH:1][C:8]5=[O:10])=[CH:17][CH:18]=3)[S:22][C:23]=2[C:32]2[S:33][C:34]([CH3:37])=[CH:35][CH:36]=2)=[CH:30][CH:29]=1. (7) Given the reactants C(O)(C(F)(F)F)=O.[S:8]1[C:12]2[CH:13]=[CH:14][CH:15]=[CH:16][C:11]=2[N:10]=[C:9]1[NH:17][C:18]([C:20]1[CH:21]=[CH:22][CH:23]=[C:24]2[C:29]=1[CH2:28][N:27]([C:30]1[S:31][C:32]([CH2:38][CH2:39][CH2:40]OC3C=CC(C4C(C#N)=CSC=4)=CC=3)=[C:33]([C:35]([OH:37])=[O:36])[N:34]=1)[CH2:26][CH2:25]2)=[O:19].[CH3:55][N:56]1[CH2:61][CH2:60][N:59]([C:62]2[CH:63]=[C:64]([OH:68])[CH:65]=[CH:66][CH:67]=2)[CH2:58][CH2:57]1, predict the reaction product. The product is: [S:8]1[C:12]2[CH:13]=[CH:14][CH:15]=[CH:16][C:11]=2[N:10]=[C:9]1[NH:17][C:18]([C:20]1[CH:21]=[CH:22][CH:23]=[C:24]2[C:29]=1[CH2:28][N:27]([C:30]1[S:31][C:32]([CH2:38][CH2:39][CH2:40][O:68][C:64]3[CH:65]=[CH:66][CH:67]=[C:62]([N:59]4[CH2:58][CH2:57][N:56]([CH3:55])[CH2:61][CH2:60]4)[CH:63]=3)=[C:33]([C:35]([OH:37])=[O:36])[N:34]=1)[CH2:26][CH2:25]2)=[O:19].